This data is from Full USPTO retrosynthesis dataset with 1.9M reactions from patents (1976-2016). The task is: Predict the reactants needed to synthesize the given product. Given the product [CH2:20]([O:19][CH:17]=[CH:18][C:4](=[O:5])[C:3]([F:8])([F:7])[C:2]([Cl:1])([F:10])[F:9])[CH2:21][CH2:22][CH3:23], predict the reactants needed to synthesize it. The reactants are: [Cl:1][C:2]([F:10])([F:9])[C:3]([F:8])([F:7])[C:4](Cl)=[O:5].N1C=CC=CC=1.[CH:17]([O:19][CH2:20][CH2:21][CH2:22][CH3:23])=[CH2:18].O.